Dataset: Catalyst prediction with 721,799 reactions and 888 catalyst types from USPTO. Task: Predict which catalyst facilitates the given reaction. (1) Product: [CH3:38][S:39]([OH:42])(=[O:41])=[O:40].[C:1]([N:4]1[CH2:9][CH2:8][N:7]([C:10]2[N:11]([CH2:32][C:33]([F:36])([F:35])[F:34])[C:12]3[C:17]([N:18]=2)=[C:16]([N:19]2[CH2:20][CH2:21][O:22][CH2:23][CH2:24]2)[N:15]=[C:14]([C:25]2[CH:26]=[N:27][C:28]([NH2:31])=[N:29][CH:30]=2)[N:13]=3)[CH2:6][C@H:5]1[CH3:37])(=[O:3])[CH3:2]. The catalyst class is: 138. Reactant: [C:1]([N:4]1[CH2:9][CH2:8][N:7]([C:10]2[N:11]([CH2:32][C:33]([F:36])([F:35])[F:34])[C:12]3[C:17]([N:18]=2)=[C:16]([N:19]2[CH2:24][CH2:23][O:22][CH2:21][CH2:20]2)[N:15]=[C:14]([C:25]2[CH:26]=[N:27][C:28]([NH2:31])=[N:29][CH:30]=2)[N:13]=3)[CH2:6][C@H:5]1[CH3:37])(=[O:3])[CH3:2].[CH3:38][S:39]([OH:42])(=[O:41])=[O:40]. (2) The catalyst class is: 8. Reactant: C([O:3][C:4]([CH:6]1[CH2:11][CH2:10][CH:9]=[CH:8][CH2:7]1)=[O:5])C.[OH-].[Na+].Cl. Product: [CH:6]1([C:4]([OH:5])=[O:3])[CH2:11][CH2:10][CH:9]=[CH:8][CH2:7]1. (3) Reactant: [F:1][CH2:2][C:3]1[CH:4]=[N:5][CH:6]=[CH:7][C:8]=1[NH:9]C(=O)OC(C)(C)C.C(O)(C(F)(F)F)=O.CO. Product: [F:1][CH2:2][C:3]1[CH:4]=[N:5][CH:6]=[CH:7][C:8]=1[NH2:9]. The catalyst class is: 2. (4) Reactant: [OH:1][CH:2]1[CH2:7][NH:6][CH:5]([C:8]([OH:10])=[O:9])[CH2:4][CH2:3]1.[O:11]([CH2:18][CH:19]=O)[C:12]1[CH:17]=[CH:16][CH:15]=[CH:14][CH:13]=1.C(O)(=O)C.C(O[BH-](OC(=O)C)OC(=O)C)(=O)C.[Na+].[ClH:39].O1CCOCC1. Product: [ClH:39].[O:11]([CH2:18][CH2:19][N:6]1[CH2:7][C@@H:2]([OH:1])[CH2:3][CH2:4][C@@H:5]1[C:8]([OH:10])=[O:9])[C:12]1[CH:17]=[CH:16][CH:15]=[CH:14][CH:13]=1. The catalyst class is: 26. (5) Reactant: [CH3:1][N:2]([CH2:10][C:11]1[CH:16]=[C:15]([N+:17]([O-])=O)[CH:14]=[CH:13][C:12]=1[S:20]([C:23]([F:26])([F:25])[F:24])(=[O:22])=[O:21])[C:3](=[O:9])[O:4][C:5]([CH3:8])([CH3:7])[CH3:6].Cl. Product: [NH2:17][C:15]1[CH:14]=[CH:13][C:12]([S:20]([C:23]([F:26])([F:24])[F:25])(=[O:22])=[O:21])=[C:11]([CH:16]=1)[CH2:10][N:2]([CH3:1])[C:3](=[O:9])[O:4][C:5]([CH3:7])([CH3:6])[CH3:8]. The catalyst class is: 43. (6) The catalyst class is: 143. Reactant: [F:1][C:2]([F:15])([F:14])[C:3]([OH:13])([C:9]([F:12])([F:11])[F:10])[CH2:4][S:5]([O-:8])(=[O:7])=[O:6].[C:16]1([S+:22]([C:29]2[CH:34]=[CH:33][CH:32]=[CH:31][CH:30]=2)[C:23]2[CH:28]=[CH:27][CH:26]=[CH:25][CH:24]=2)[CH:21]=[CH:20][CH:19]=[CH:18][CH:17]=1.C(N(CC)CC)C.[C:42]12([C:52](Cl)=[O:53])[CH2:51][CH:46]3[CH2:47][CH:48]([CH2:50][CH:44]([CH2:45]3)[CH2:43]1)[CH2:49]2. Product: [C:42]12([C:52]([O:13][C:3]([C:2]([F:1])([F:14])[F:15])([C:9]([F:12])([F:10])[F:11])[CH2:4][S:5]([O-:8])(=[O:7])=[O:6])=[O:53])[CH2:49][CH:48]3[CH2:47][CH:46]([CH2:45][CH:44]([CH2:50]3)[CH2:43]1)[CH2:51]2.[C:29]1([S+:22]([C:16]2[CH:17]=[CH:18][CH:19]=[CH:20][CH:21]=2)[C:23]2[CH:28]=[CH:27][CH:26]=[CH:25][CH:24]=2)[CH:30]=[CH:31][CH:32]=[CH:33][CH:34]=1. (7) Reactant: [CH3:1][O:2][C:3]1[CH:23]=[C:22]([C:24]([F:27])([F:26])[F:25])[CH:21]=[C:20]([C:28]([F:31])([F:30])[F:29])[C:4]=1[C:5]([NH:7][C:8]1([C:14]2[CH:19]=[CH:18][CH:17]=[CH:16][CH:15]=2)[CH2:13][CH2:12][CH2:11][NH:10][CH2:9]1)=[O:6].[CH2:32](N(C(C)C)C(C)C)[CH3:33].ICC. Product: [CH2:32]([N:10]1[CH2:11][CH2:12][CH2:13][C:8]([NH:7][C:5](=[O:6])[C:4]2[C:20]([C:28]([F:31])([F:29])[F:30])=[CH:21][C:22]([C:24]([F:25])([F:26])[F:27])=[CH:23][C:3]=2[O:2][CH3:1])([C:14]2[CH:15]=[CH:16][CH:17]=[CH:18][CH:19]=2)[CH2:9]1)[CH3:33]. The catalyst class is: 4. (8) Reactant: [C:1]([Cl:6])(=O)[C:2](Cl)=[O:3].[OH:7][C:8]1[C:9]([CH3:43])=[C:10]([CH:36]=[CH:37][C:38]=1[C:39](=[O:42])[CH2:40][CH3:41])[O:11][CH2:12][C:13]1[CH:18]=[CH:17][C:16]([CH:19]([O:29][CH:30]2[CH2:35][CH2:34][CH2:33][CH2:32][O:31]2)[C:20]2[CH:21]=[C:22]([CH:26]=[CH:27][CH:28]=2)C(O)=O)=[CH:15][CH:14]=1.[N+](=C)=[N-]. Product: [Cl:6][CH2:1][C:2]([C:22]1[CH:21]=[C:20]([CH:19]([O:29][CH:30]2[CH2:35][CH2:34][CH2:33][CH2:32][O:31]2)[C:16]2[CH:15]=[CH:14][C:13]([CH2:12][O:11][C:10]3[CH:36]=[CH:37][C:38]([C:39](=[O:42])[CH2:40][CH3:41])=[C:8]([OH:7])[C:9]=3[CH3:43])=[CH:18][CH:17]=2)[CH:28]=[CH:27][CH:26]=1)=[O:3]. The catalyst class is: 213.